This data is from Full USPTO retrosynthesis dataset with 1.9M reactions from patents (1976-2016). The task is: Predict the reactants needed to synthesize the given product. (1) Given the product [CH3:1][O:2][C:3]([C@H:5]1[C@H:9]([C:10]2[CH:15]=[CH:14][CH:13]=[C:12]([Cl:16])[C:11]=2[F:17])[C@:8]([C:20]2[CH:25]=[CH:24][C:23]([Cl:26])=[CH:22][C:21]=2[F:27])([C:18]#[N:19])[C@H:7]([CH2:28][C:29]([CH3:32])([CH3:31])[CH3:30])[N:6]1[CH3:35])=[O:4], predict the reactants needed to synthesize it. The reactants are: [CH3:1][O:2][C:3]([C@H:5]1[C@H:9]([C:10]2[CH:15]=[CH:14][CH:13]=[C:12]([Cl:16])[C:11]=2[F:17])[C@:8]([C:20]2[CH:25]=[CH:24][C:23]([Cl:26])=[CH:22][C:21]=2[F:27])([C:18]#[N:19])[C@H:7]([CH2:28][C:29]([CH3:32])([CH3:31])[CH3:30])[NH:6]1)=[O:4].C=O.[C:35](O[BH-](OC(=O)C)OC(=O)C)(=O)C.[Na+]. (2) Given the product [CH3:15][C:12]1[N:11]=[C:10]([C:16]2[CH:21]=[CH:20][CH:19]=[CH:18][N:17]=2)[C:9]([O:8][C:6]2[CH:5]=[CH:4][N:3]=[C:2]([NH:27][C:26]3[CH:28]=[C:29]([O:33][CH3:34])[C:30]([O:31][CH3:32])=[C:24]([O:23][CH3:22])[CH:25]=3)[CH:7]=2)=[CH:14][CH:13]=1, predict the reactants needed to synthesize it. The reactants are: Cl[C:2]1[CH:7]=[C:6]([O:8][C:9]2[C:10]([C:16]3[CH:21]=[CH:20][CH:19]=[CH:18][N:17]=3)=[N:11][C:12]([CH3:15])=[CH:13][CH:14]=2)[CH:5]=[CH:4][N:3]=1.[CH3:22][O:23][C:24]1[CH:25]=[C:26]([CH:28]=[C:29]([O:33][CH3:34])[C:30]=1[O:31][CH3:32])[NH2:27].CC1(C)C2C(=C(P(C3C=CC=CC=3)C3C=CC=CC=3)C=CC=2)OC2C(P(C3C=CC=CC=3)C3C=CC=CC=3)=CC=CC1=2.C([O-])([O-])=O.[Cs+].[Cs+]. (3) Given the product [Cl:1][C:2]1[CH:34]=[C:33]([Cl:35])[CH:32]=[CH:31][C:3]=1[O:4][CH2:5][CH2:6][CH2:7][C:8]1[CH:9]=[C:10]([C:13]2[CH:18]=[CH:17][C:16]([S:19]([NH:22][C:23]3[S:24][CH:25]=[CH:26][N:27]=3)(=[O:20])=[O:21])=[CH:15][CH:14]=2)[NH:11][N:12]=1.[Cl:1][C:2]1[CH:34]=[C:33]([Cl:35])[CH:32]=[CH:31][C:3]=1[O:4][CH2:5][CH2:6][CH2:7][C:8]1[CH:9]=[C:10]([C:13]2[CH:18]=[CH:17][C:16]([S:19]([N:22]([CH2:28][O:29][CH3:30])[C:23]3[S:24][CH:25]=[CH:26][N:27]=3)(=[O:21])=[O:20])=[CH:15][CH:14]=2)[NH:11][N:12]=1, predict the reactants needed to synthesize it. The reactants are: [Cl:1][C:2]1[CH:34]=[C:33]([Cl:35])[CH:32]=[CH:31][C:3]=1[O:4][CH2:5][CH2:6][CH2:7][C:8]1[CH:9]=[C:10]([C:13]2[CH:18]=[CH:17][C:16]([S:19]([N:22]([CH2:28][O:29][CH3:30])[C:23]3[S:24][CH:25]=[CH:26][N:27]=3)(=[O:21])=[O:20])=[CH:15][CH:14]=2)[NH:11][N:12]=1.Cl. (4) Given the product [NH2:12][CH2:11][C@H:10]([N:2]([CH3:1])[C:3](=[O:9])[O:4][C:5]([CH3:6])([CH3:8])[CH3:7])[CH2:23][C@H:24]1[CH2:29][CH2:28][CH2:27][O:26][CH2:25]1, predict the reactants needed to synthesize it. The reactants are: [CH3:1][N:2]([C@H:10]([CH2:23][C@H:24]1[CH2:29][CH2:28][CH2:27][O:26][CH2:25]1)[CH2:11][NH:12]C(OCC1C=CC=CC=1)=O)[C:3](=[O:9])[O:4][C:5]([CH3:8])([CH3:7])[CH3:6]. (5) Given the product [CH2:25]([N:29]1[C:37]2[N:36]=[C:35]([Cl:38])[NH:34][C:33]=2[C:32](=[O:39])[N:31]([CH2:40][CH2:41][CH2:42][C:43]2[N:44]=[C:10]([CH2:9][C:4]3[CH:5]=[CH:6][C:7]([OH:8])=[C:2]([Cl:1])[CH:3]=3)[O:12][N:46]=2)[C:30]1=[O:48])[CH2:26][CH2:27][CH3:28], predict the reactants needed to synthesize it. The reactants are: [Cl:1][C:2]1[CH:3]=[C:4]([CH2:9][C:10]([OH:12])=O)[CH:5]=[CH:6][C:7]=1[OH:8].C1N=CN(C(N2C=NC=C2)=O)C=1.[CH2:25]([N:29]1[C:37]2[N:36]=[C:35]([Cl:38])[NH:34][C:33]=2[C:32](=[O:39])[N:31]([CH2:40][CH2:41][CH2:42]/[C:43](=[N:46]/[H])/[NH:44]O)[C:30]1=[O:48])[CH2:26][CH2:27][CH3:28].